From a dataset of Reaction yield outcomes from USPTO patents with 853,638 reactions. Predict the reaction yield, written as a fraction of the theoretical maximum amount of product (1.0 means a 100% yield; for example, 0.34 means a 34% yield). (1) The reactants are [CH3:1][O:2][C:3]1[CH:8]=[CH:7][C:6]([CH3:9])=[CH:5][C:4]=1[NH:10][C:11]([NH:13][C:14]1[CH:19]=[CH:18][C:17]([N:20]2[CH2:25][CH2:24][NH:23][CH2:22][CH2:21]2)=[CH:16][CH:15]=1)=[O:12].Cl[C:27]1[N:32]=[CH:31][CH:30]=[CH:29][N:28]=1. The catalyst is CC(N(C)C)=O.C(OCC)(=O)C. The product is [CH3:1][O:2][C:3]1[CH:8]=[CH:7][C:6]([CH3:9])=[CH:5][C:4]=1[NH:10][C:11]([NH:13][C:14]1[CH:19]=[CH:18][C:17]([N:20]2[CH2:21][CH2:22][N:23]([C:27]3[N:32]=[CH:31][CH:30]=[CH:29][N:28]=3)[CH2:24][CH2:25]2)=[CH:16][CH:15]=1)=[O:12]. The yield is 0.270. (2) The reactants are [F:1][C:2]1[CH:3]=[CH:4][C:5]([O:20][CH2:21][CH2:22][CH3:23])=[C:6]([NH:8][CH:9]=[C:10]2[C:15](=[O:16])OC(C)(C)OC2=O)[CH:7]=1.C1(OC2C=CC=CC=2)C=CC=CC=1.C(OCC)(=O)C. The catalyst is CCCCCC. The product is [F:1][C:2]1[CH:3]=[CH:4][C:5]([O:20][CH2:21][CH2:22][CH3:23])=[C:6]2[C:7]=1[C:15](=[O:16])[CH:10]=[CH:9][NH:8]2. The yield is 0.610. (3) The reactants are [CH2:1]([O:8][C:9]1[C:10](=[O:18])[CH:11]=[C:12]([C:15]([OH:17])=[O:16])O[CH:14]=1)[C:2]1[CH:7]=[CH:6][CH:5]=[CH:4][CH:3]=1.[CH3:19][NH2:20].CO.Cl. No catalyst specified. The product is [CH2:1]([O:8][C:9]1[C:10](=[O:18])[CH:11]=[C:12]([C:15]([OH:17])=[O:16])[N:20]([CH3:19])[CH:14]=1)[C:2]1[CH:7]=[CH:6][CH:5]=[CH:4][CH:3]=1. The yield is 0.900.